The task is: Predict the reactants needed to synthesize the given product.. This data is from Full USPTO retrosynthesis dataset with 1.9M reactions from patents (1976-2016). The reactants are: [CH3:1][N:2]([CH3:6])[CH2:3][CH2:4][NH2:5].[I:7][C:8]1[CH:16]=[CH:15][C:11]([C:12](Cl)=[O:13])=[CH:10][CH:9]=1.[OH-].[Na+]. Given the product [CH3:1][N:2]([CH3:6])[CH2:3][CH2:4][NH:5][C:12](=[O:13])[C:11]1[CH:15]=[CH:16][C:8]([I:7])=[CH:9][CH:10]=1, predict the reactants needed to synthesize it.